This data is from Catalyst prediction with 721,799 reactions and 888 catalyst types from USPTO. The task is: Predict which catalyst facilitates the given reaction. (1) Reactant: [Br:1][C:2]1[CH:3]=[C:4]([CH:8]=[C:9]([Br:11])[CH:10]=1)[C:5]([Cl:7])=[O:6].[C:12]1([C:20]2[CH:25]=[CH:24][CH:23]=[CH:22][CH:21]=2)[CH:17]=[CH:16][C:15]([C:18]#[N:19])=[CH:14][CH:13]=1.[Sb:26]([Cl:31])([Cl:30])([Cl:29])([Cl:28])[Cl:27]. Product: [C:12]1([C:20]2[CH:21]=[CH:22][CH:23]=[CH:24][CH:25]=2)[CH:13]=[CH:14][C:15]([C:18]2[N:19]=[C:18]([C:15]3[CH:16]=[CH:17][C:12]([C:20]4[CH:21]=[CH:22][CH:23]=[CH:24][CH:25]=4)=[CH:13][CH:14]=3)[O+:6]=[C:5]([C:4]3[CH:3]=[C:2]([Br:1])[CH:10]=[C:9]([Br:11])[CH:8]=3)[N:19]=2)=[CH:16][CH:17]=1.[Cl:27][Sb-:26]([Cl:7])([Cl:31])([Cl:30])([Cl:29])[Cl:28]. The catalyst class is: 22. (2) Product: [F:1][C:2]1[CH:3]=[C:4]2[C:9](=[O:10])[NH:8][C:7]([C:11]3[CH:12]=[CH:13][C:14]([C:17]([O:20][CH2:33][CH2:23][OH:22])([CH3:19])[CH3:18])=[CH:15][CH:16]=3)=[CH:6][N:5]2[CH:21]=1. Reactant: [F:1][C:2]1[CH:3]=[C:4]2[C:9](=[O:10])[NH:8][C:7]([C:11]3[CH:16]=[CH:15][C:14]([C:17]([OH:20])([CH3:19])[CH3:18])=[CH:13][CH:12]=3)=[CH:6][N:5]2[CH:21]=1.[OH2:22].[C:23]1([CH3:33])C=CC(S(O)(=O)=O)=CC=1. The catalyst class is: 196. (3) Reactant: Br[C:2]1[CH:12]=[CH:11][CH:10]=[C:9]([O:13][CH3:14])[C:3]=1[C:4]([O:6][CH2:7][CH3:8])=[O:5].CC1(C)C(C)(C)OB([C:23]2[NH:27][N:26]=[CH:25][CH:24]=2)O1.C([O-])([O-])=O.[Na+].[Na+]. Product: [CH3:14][O:13][C:9]1[CH:10]=[CH:11][CH:12]=[C:2]([C:23]2[NH:27][N:26]=[CH:25][CH:24]=2)[C:3]=1[C:4]([O:6][CH2:7][CH3:8])=[O:5]. The catalyst class is: 108. (4) Reactant: [CH2:1]([N:3]([CH2:6][CH3:7])[CH2:4][CH3:5])[CH3:2].Cl.[F:9][C:10]([F:27])([S:23]([O-:26])(=[O:25])=[O:24])[CH:11]([O:16][C:17](=[O:22])[C:18]([CH3:21])([CH3:20])[CH3:19])[C:12]([F:15])([F:14])[F:13].[Na+].ClCCl. Product: [F:27][C:10]([F:9])([S:23]([O-:26])(=[O:24])=[O:25])[CH:11]([O:16][C:17](=[O:22])[C:18]([CH3:20])([CH3:21])[CH3:19])[C:12]([F:13])([F:15])[F:14].[CH2:1]([NH+:3]([CH2:6][CH3:7])[CH2:4][CH3:5])[CH3:2]. The catalyst class is: 581.